Dataset: Catalyst prediction with 721,799 reactions and 888 catalyst types from USPTO. Task: Predict which catalyst facilitates the given reaction. (1) Reactant: [CH:1]1([CH2:4][C:5]([OH:7])=O)[CH2:3][CH2:2]1.C(N1C=CN=C1)(N1C=CN=C1)=O.Cl.[CH3:21][NH:22][O:23][CH3:24].O. Product: [CH:1]1([CH2:4][C:5]([N:22]([O:23][CH3:24])[CH3:21])=[O:7])[CH2:3][CH2:2]1. The catalyst class is: 4. (2) Reactant: C(O[C:4](=[O:17])[CH2:5][C:6]1([NH:9][CH2:10][CH2:11][C:12]([O:14][CH2:15][CH3:16])=[O:13])[CH2:8][CH2:7]1)C.CC([O-])(C)C.[K+].C(Cl)Cl. Product: [O:17]=[C:4]1[CH2:5][C:6]2([CH2:7][CH2:8]2)[NH:9][CH2:10][CH:11]1[C:12]([O:14][CH2:15][CH3:16])=[O:13]. The catalyst class is: 1. (3) Reactant: [Cl:1][C:2]1[CH:7]=[C:6]([N+:8]([O-:10])=[O:9])[CH:5]=[CH:4][C:3]=1F.[CH3:12][N:13]([CH3:19])[CH:14]1[CH2:18][CH2:17][NH:16][CH2:15]1.C(=O)([O-])[O-].[K+].[K+]. Product: [Cl:1][C:2]1[CH:7]=[C:6]([N+:8]([O-:10])=[O:9])[CH:5]=[CH:4][C:3]=1[N:16]1[CH2:17][CH2:18][CH:14]([N:13]([CH3:19])[CH3:12])[CH2:15]1. The catalyst class is: 3. (4) Reactant: [F:1][C:2]1[CH:3]=[CH:4][C:5]([N+:16]([O-])=O)=[C:6]([NH:8][C:9]2[CH:10]=[N:11][C:12]([F:15])=[CH:13][CH:14]=2)[CH:7]=1. Product: [F:1][C:2]1[CH:7]=[C:6]([NH:8][C:9]2[CH:10]=[N:11][C:12]([F:15])=[CH:13][CH:14]=2)[C:5]([NH2:16])=[CH:4][CH:3]=1. The catalyst class is: 25.